Predict the product of the given reaction. From a dataset of Forward reaction prediction with 1.9M reactions from USPTO patents (1976-2016). (1) The product is: [Cl:13][C:11]1[C:12]2[N:4]([CH2:42][CH:43]([OH:44])[CH2:45][OH:36])[CH:5]=[C:6]([C:14]([C:20]3[CH:21]=[C:22]4[C:26](=[CH:27][CH:28]=3)[N:25]([C:29]3[CH:34]=[CH:33][C:32]([F:35])=[CH:31][CH:30]=3)[N:24]=[CH:23]4)([OH:19])[C:15]([F:18])([F:16])[F:17])[C:7]=2[N:8]=[CH:9][N:10]=1. Given the reactants C([N:4]1[C:12]2[C:11]([Cl:13])=[N:10][CH:9]=[N:8][C:7]=2[C:6]([C:14]([C:20]2[CH:21]=[C:22]3[C:26](=[CH:27][CH:28]=2)[N:25]([C:29]2[CH:34]=[CH:33][C:32]([F:35])=[CH:31][CH:30]=2)[N:24]=[CH:23]3)([OH:19])[C:15]([F:18])([F:17])[F:16])=[CH:5]1)C=C.[O-:36][Mn](=O)(=O)=O.[K+].[CH3:42][C:43]([CH3:45])=[O:44], predict the reaction product. (2) Given the reactants Br[C:2]1[CH:7]=[CH:6][C:5]([C:8]2([C:21]3[CH:26]=[CH:25][CH:24]=[CH:23][CH:22]=3)[C:20]3[CH:19]=[CH:18][CH:17]=[CH:16][C:15]=3[C:14]3[C:9]2=[CH:10][CH:11]=[CH:12][CH:13]=3)=[CH:4][CH:3]=1.CC(C)([O-])C.[Na+].[NH2:33][C:34]1[CH:39]=[CH:38][CH:37]=[C:36]([CH3:40])[CH:35]=1.C(P(C(C)(C)C)C(C)(C)C)(C)(C)C, predict the reaction product. The product is: [CH3:40][C:36]1[CH:35]=[C:34]([NH:33][C:2]2[CH:7]=[CH:6][C:5]([C:8]3([C:21]4[CH:26]=[CH:25][CH:24]=[CH:23][CH:22]=4)[C:20]4[CH:19]=[CH:18][CH:17]=[CH:16][C:15]=4[C:14]4[C:9]3=[CH:10][CH:11]=[CH:12][CH:13]=4)=[CH:4][CH:3]=2)[CH:39]=[CH:38][CH:37]=1.